From a dataset of Reaction yield outcomes from USPTO patents with 853,638 reactions. Predict the reaction yield, written as a fraction of the theoretical maximum amount of product (1.0 means a 100% yield; for example, 0.34 means a 34% yield). The reactants are [N:1]1[CH:6]=[CH:5][C:4]([C:7]2[C:8]3[S:16][CH:15]=[CH:14][C:9]=3[C:10](=[O:13])[NH:11][N:12]=2)=[CH:3][CH:2]=1.[N:17]1[C:26]2[C:21](=[CH:22][CH:23]=[CH:24][CH:25]=2)[CH:20]=[CH:19][C:18]=1[CH2:27][CH2:28]O.C1C=CC(P(C2C=CC=CC=2)C2C=CC=CC=2)=CC=1.CCOC(/N=N/C(OCC)=O)=O. The catalyst is C(Cl)Cl. The product is [N:1]1[CH:2]=[CH:3][C:4]([C:7]2[C:8]3[S:16][CH:15]=[CH:14][C:9]=3[C:10](=[O:13])[N:11]([CH2:28][CH2:27][C:18]3[CH:19]=[CH:20][C:21]4[C:26](=[CH:25][CH:24]=[CH:23][CH:22]=4)[N:17]=3)[N:12]=2)=[CH:5][CH:6]=1. The yield is 0.118.